Dataset: Reaction yield outcomes from USPTO patents with 853,638 reactions. Task: Predict the reaction yield, written as a fraction of the theoretical maximum amount of product (1.0 means a 100% yield; for example, 0.34 means a 34% yield). The yield is 1.00. The product is [Cl:1][C:2]1[C:11]2[N:12]=[CH:13][NH:14][C:10]=2[C:9]2[O:8][C:7]([C:23]3[CH:28]=[CH:27][CH:26]=[CH:25][CH:24]=3)=[C:6]([I:29])[C:5](=[O:30])[C:4]=2[CH:3]=1. The reactants are [Cl:1][C:2]1[C:11]2[N:12]=[CH:13][N:14](COCC[Si](C)(C)C)[C:10]=2[C:9]2[O:8][C:7]([C:23]3[CH:28]=[CH:27][CH:26]=[CH:25][CH:24]=3)=[C:6]([I:29])[C:5](=[O:30])[C:4]=2[CH:3]=1.ClC1C2N(COCC[Si](C)(C)C)C=NC=2C2OC(C3C=CC=CC=3)=C(I)C(=O)C=2C=1.C(O)(C(F)(F)F)=O. The catalyst is C(Cl)Cl.